From a dataset of Reaction yield outcomes from USPTO patents with 853,638 reactions. Predict the reaction yield, written as a fraction of the theoretical maximum amount of product (1.0 means a 100% yield; for example, 0.34 means a 34% yield). (1) The reactants are OC(C(F)(F)F)=O.[NH:8]1[CH2:11][CH:10]([C:12]2[CH:33]=[CH:32][C:15]3[C:16]4[N:17]=[C:18]([C:24]5[N:25]([CH:29]([CH3:31])[CH3:30])[N:26]=[CH:27][N:28]=5)[S:19][C:20]=4[CH2:21][CH2:22][O:23][C:14]=3[CH:13]=2)[CH2:9]1.[C:34](O)(=[O:37])[CH2:35][OH:36]. No catalyst specified. The product is [OH:37][CH2:34][C:35]([N:8]1[CH2:11][CH:10]([C:12]2[CH:33]=[CH:32][C:15]3[C:16]4[N:17]=[C:18]([C:24]5[N:25]([CH:29]([CH3:31])[CH3:30])[N:26]=[CH:27][N:28]=5)[S:19][C:20]=4[CH2:21][CH2:22][O:23][C:14]=3[CH:13]=2)[CH2:9]1)=[O:36]. The yield is 0.270. (2) The reactants are [NH2:1][N:2]1[CH:6]=[CH:5][N:4]=[C:3]1[C:7]([NH:9][C:10]1[CH:15]=[C:14]([F:16])[CH:13]=[C:12]([F:17])[CH:11]=1)=[O:8].[C:18]([O:22][C:23]([NH:25][C@@H:26]([CH2:30]C)[C:27](O)=[O:28])=[O:24])([CH3:21])([CH3:20])[CH3:19]. The catalyst is C1COCC1.C(OCC)(=O)C.C(OC(C)C)(C)C. The product is [F:17][C:12]1[CH:11]=[C:10]([NH:9][C:7]([C:3]2[N:2]([NH:1][C:27](=[O:28])[C@@H:26]([NH:25][C:23](=[O:24])[O:22][C:18]([CH3:20])([CH3:19])[CH3:21])[CH3:30])[CH:6]=[CH:5][N:4]=2)=[O:8])[CH:15]=[C:14]([F:16])[CH:13]=1. The yield is 0.570.